From a dataset of Full USPTO retrosynthesis dataset with 1.9M reactions from patents (1976-2016). Predict the reactants needed to synthesize the given product. (1) Given the product [CH3:6][C:7]1([CH3:17])[CH2:11][C:10]2[CH:12]=[C:13]([CH:22]=[O:23])[CH:14]=[C:15]([CH3:16])[C:9]=2[O:8]1, predict the reactants needed to synthesize it. The reactants are: P(Cl)(Cl)(Cl)=O.[CH3:6][C:7]1([CH3:17])[CH2:11][C:10]2[CH:12]=[CH:13][CH:14]=[C:15]([CH3:16])[C:9]=2[O:8]1.[OH-].[Na+].CN(C)[CH:22]=[O:23]. (2) Given the product [C:40]([O:44][C:45]([NH:47][C@@H:48]([C:56]([O:27][C@H:9]1[CH2:8][C@@H:7]([CH3:6])[CH2:16][C:15]2[N:14]=[N:13][C:12]([C:17]3[CH:22]=[CH:21][CH:20]=[C:19]([C:23]([F:26])([F:25])[F:24])[CH:18]=3)=[CH:11][C:10]1=2)=[O:57])[CH2:49][C:50]1[CH:55]=[CH:54][CH:53]=[CH:52][CH:51]=1)=[O:46])([CH3:42])([CH3:43])[CH3:41], predict the reactants needed to synthesize it. The reactants are: CN(C)C=O.[CH3:6][CH:7]1[CH2:16][C:15]2[N:14]=[N:13][C:12]([C:17]3[CH:22]=[CH:21][CH:20]=[C:19]([C:23]([F:26])([F:25])[F:24])[CH:18]=3)=[CH:11][C:10]=2[CH:9]([OH:27])[CH2:8]1.Cl.CN(C)CCCN=C=NCC.[C:40]([O:44][C:45]([NH:47][C@@H:48]([C:56](O)=[O:57])[CH2:49][C:50]1[CH:55]=[CH:54][CH:53]=[CH:52][CH:51]=1)=[O:46])([CH3:43])([CH3:42])[CH3:41]. (3) Given the product [NH2:1][C:2]1[C:7]([C:8]([NH:60][CH2:59][C:58]([F:62])([F:61])[F:57])=[O:9])=[CH:6][N:5]=[C:4]([C:11]2[C:19]3[C:14](=[N:15][CH:16]=[CH:17][CH:18]=3)[N:13]([CH2:20][C:21]3[CH:26]=[CH:25][CH:24]=[CH:23][C:22]=3[F:27])[N:12]=2)[N:3]=1, predict the reactants needed to synthesize it. The reactants are: [NH2:1][C:2]1[C:7]([C:8](O)=[O:9])=[CH:6][N:5]=[C:4]([C:11]2[C:19]3[C:14](=[N:15][CH:16]=[CH:17][CH:18]=3)[N:13]([CH2:20][C:21]3[CH:26]=[CH:25][CH:24]=[CH:23][C:22]=3[F:27])[N:12]=2)[N:3]=1.C(N(CC)CC)C.ON1C2C=CC=CC=2N=N1.Cl.CN(C)CCCN=C=NCC.[F:57][C:58]([F:62])([F:61])[CH2:59][NH2:60]. (4) Given the product [CH2:1]([N:4]1[C:9]2[C:8](=[N:11][C:22]3[CH2:27][CH2:26][CH2:25][CH2:24][C:23]=3[N:10]=2)[C:7](=[O:12])[N:6]([CH2:13][C:14]2[CH:19]=[CH:18][C:17]([Cl:20])=[CH:16][CH:15]=2)[C:5]1=[O:21])[CH:2]=[CH2:3], predict the reactants needed to synthesize it. The reactants are: [CH2:1]([N:4]1[C:9]([NH2:10])=[C:8]([NH2:11])[C:7](=[O:12])[N:6]([CH2:13][C:14]2[CH:19]=[CH:18][C:17]([Cl:20])=[CH:16][CH:15]=2)[C:5]1=[O:21])[CH:2]=[CH2:3].[C:22]1(=O)[CH2:27][CH2:26][CH2:25][CH2:24][C:23]1=O.